From a dataset of Forward reaction prediction with 1.9M reactions from USPTO patents (1976-2016). Predict the product of the given reaction. (1) Given the reactants [C:1]1([C:3](=[CH:5][CH:6]=[CH:7][CH:8]=1)[OH:4])[OH:2].C([O-])([O-])=O.[K+].[K+].[CH2:15](Br)[CH:16]=[CH2:17].[CH3:19][C:20]([CH3:22])=O, predict the reaction product. The product is: [CH2:15]([C:5]1[C:6]([CH2:22][CH:20]=[CH2:19])=[CH:7][CH:8]=[C:1]([OH:2])[C:3]=1[OH:4])[CH:16]=[CH2:17]. (2) Given the reactants ClC(Cl)(Cl)[C:3]([C:5]1[N:14]2[C:8]([CH2:9][N:10]([C:19]([C:21]3[CH:26]=[CH:25][C:24]([C:27]4[CH:32]=[CH:31][CH:30]=[CH:29][C:28]=4[CH3:33])=[C:23]([CH3:34])[CH:22]=3)=[O:20])[C:11]3[CH:18]=[CH:17][CH:16]=[CH:15][C:12]=3[CH2:13]2)=[CH:7][CH:6]=1)=[O:4].CS(C)=O.[NH2:41][CH2:42][C:43]1[CH:44]=[N:45][CH:46]=[CH:47][CH:48]=1.C(OCC)C, predict the reaction product. The product is: [CH3:34][C:23]1[CH:22]=[C:21]([C:19]([N:10]2[C:11]3[CH:18]=[CH:17][CH:16]=[CH:15][C:12]=3[CH2:13][N:14]3[C:5]([C:3]([NH:41][CH2:42][C:43]4[CH:44]=[N:45][CH:46]=[CH:47][CH:48]=4)=[O:4])=[CH:6][CH:7]=[C:8]3[CH2:9]2)=[O:20])[CH:26]=[CH:25][C:24]=1[C:27]1[CH:32]=[CH:31][CH:30]=[CH:29][C:28]=1[CH3:33].